From a dataset of Catalyst prediction with 721,799 reactions and 888 catalyst types from USPTO. Predict which catalyst facilitates the given reaction. (1) Reactant: [NH2:1][C:2]1[CH:3]=[CH:4][C:5]([C:9]2[N:10]=[C:11]([C:22]3([C:25]([O:27][CH3:28])=[O:26])[CH2:24][CH2:23]3)[NH:12][C:13]=2[C:14]2[CH:19]=[CH:18][C:17]([F:20])=[CH:16][C:15]=2[F:21])=[N:6][C:7]=1[OH:8].[CH2:29]([O:31][CH2:32][C@@H:33]([N:35]=[C:36]=S)[CH3:34])[CH3:30].C(N=C=NC(C)C)(C)C. Product: [F:21][C:15]1[CH:16]=[C:17]([F:20])[CH:18]=[CH:19][C:14]=1[C:13]1[NH:12][C:11]([C:22]2([C:25]([O:27][CH3:28])=[O:26])[CH2:24][CH2:23]2)=[N:10][C:9]=1[C:5]1[N:6]=[C:7]2[O:8][C:36]([NH:35][C@@H:33]([CH3:34])[CH2:32][O:31][CH2:29][CH3:30])=[N:1][C:2]2=[CH:3][CH:4]=1. The catalyst class is: 8. (2) The catalyst class is: 158. Product: [CH3:1][O:2][C:3](=[O:52])[C@@H:4]([NH:27][C:28](=[O:51])[CH:29]([NH:32][C:33]([C:35]1[C:36]2[CH:43]=[N:42][N:41]([C:44]3[CH:49]=[CH:48][C:47]([F:50])=[CH:46][CH:45]=3)[C:37]=2[CH:38]=[N:39][CH:40]=1)=[O:34])[CH2:30][CH3:31])[C@H:5]([OH:7])[CH3:6]. Reactant: [CH3:1][O:2][C:3](=[O:52])[C@@H:4]([NH:27][C:28](=[O:51])[CH:29]([NH:32][C:33]([C:35]1[C:36]2[CH:43]=[N:42][N:41]([C:44]3[CH:49]=[CH:48][C:47]([F:50])=[CH:46][CH:45]=3)[C:37]=2[CH:38]=[N:39][CH:40]=1)=[O:34])[CH2:30][CH3:31])[C@H:5]([O:7]C(C1C=CC=CC=1)(C1C=CC=CC=1)C1C=CC=CC=1)[CH3:6].Cl. (3) The catalyst class is: 6. Reactant: CN([CH:4]=[O:5])C.P(Cl)(Cl)(Cl)=O.[N:11]1([C:17]2[CH:18]=[C:19]([OH:23])[CH:20]=[CH:21][CH:22]=2)[CH2:16][CH2:15][O:14][CH2:13][CH2:12]1.C([O-])(=O)C.[Na+]. Product: [OH:23][C:19]1[CH:18]=[C:17]([N:11]2[CH2:12][CH2:13][O:14][CH2:15][CH2:16]2)[CH:22]=[CH:21][C:20]=1[CH:4]=[O:5].